This data is from Forward reaction prediction with 1.9M reactions from USPTO patents (1976-2016). The task is: Predict the product of the given reaction. (1) Given the reactants [N:1]1[CH:2]=[C:3]([C:10]([OH:12])=O)[N:4]2[CH:9]=[CH:8][CH:7]=[CH:6][C:5]=12.[F:13][C:14]1([F:31])[CH2:16][CH:15]1[C:17]1[O:21][N:20]=[C:19]([C:22]2[C:23]([CH3:30])=[CH:24][C:25]([CH3:29])=[C:26]([CH:28]=2)[NH2:27])[N:18]=1.CCCP(=O)=O, predict the reaction product. The product is: [F:31][C:14]1([F:13])[CH2:16][C@@H:15]1[C:17]1[O:21][N:20]=[C:19]([C:22]2[C:23]([CH3:30])=[CH:24][C:25]([CH3:29])=[C:26]([NH:27][C:10]([C:3]3[N:4]4[CH:9]=[CH:8][CH:7]=[CH:6][C:5]4=[N:1][CH:2]=3)=[O:12])[CH:28]=2)[N:18]=1. (2) Given the reactants [N+:1]([C:4]1[CH:12]=[C:11]2[C:7]([CH:8]=[CH:9][NH:10]2)=[CH:6][CH:5]=1)([O-:3])=[O:2].ClS([N:17]=[C:18]=O)(=O)=O.C([O-])(O)=O.[Na+], predict the reaction product. The product is: [N+:1]([C:4]1[CH:12]=[C:11]2[C:7]([C:8]([C:18]#[N:17])=[CH:9][NH:10]2)=[CH:6][CH:5]=1)([O-:3])=[O:2]. (3) The product is: [C:1]1([CH2:7][CH2:8][CH:9]=[CH:10][C:12]2[O:16][C:15]([C:17]([OH:19])=[O:18])=[CH:14][CH:13]=2)[CH:6]=[CH:5][CH:4]=[CH:3][CH:2]=1. Given the reactants [C:1]1([CH2:7][CH2:8][CH:9]=[CH2:10])[CH:6]=[CH:5][CH:4]=[CH:3][CH:2]=1.Br[C:12]1[O:16][C:15]([C:17]([OH:19])=[O:18])=[CH:14][CH:13]=1.CCN(C(C)C)C(C)C, predict the reaction product. (4) The product is: [Br:1][C:2]1[CH:3]=[C:4]([C:10](=[O:18])[CH:11]=[C:21]2[CH2:24][CH:23]([C:25]#[N:26])[CH2:22]2)[C:5]([O:8][CH3:9])=[N:6][CH:7]=1. Given the reactants [Br:1][C:2]1[CH:3]=[C:4](/[C:10](/[O-:18])=[CH:11]/P(OC)(OC)=O)[C:5]([O:8][CH3:9])=[N:6][CH:7]=1.[Li+].O=[C:21]1[CH2:24][CH:23]([C:25]#[N:26])[CH2:22]1, predict the reaction product. (5) Given the reactants C([O:3][C:4]([CH:6]1[CH2:11][N:10]([CH2:12][C:13]2[CH:18]=[CH:17][CH:16]=[CH:15][CH:14]=2)[CH2:9][CH2:8][N:7]1[CH2:19][C:20]1[CH:25]=[CH:24][CH:23]=[CH:22][CH:21]=1)=O)C.[H-].[H-].[H-].[H-].[Li+].[Al+3], predict the reaction product. The product is: [CH2:19]([N:7]1[CH2:8][CH2:9][N:10]([CH2:12][C:13]2[CH:18]=[CH:17][CH:16]=[CH:15][CH:14]=2)[CH2:11][CH:6]1[CH2:4][OH:3])[C:20]1[CH:21]=[CH:22][CH:23]=[CH:24][CH:25]=1. (6) Given the reactants C(OC([N:8]([CH2:25][C@H:26]1[CH2:35][CH2:34][C:33]2[C:28](=[CH:29][CH:30]=[C:31]([C:36]3[CH:37]=[C:38]([CH:42]=[CH:43][CH:44]=3)[C:39](O)=[O:40])[CH:32]=2)[O:27]1)[CH2:9][C@H:10]([O:17][Si](C(C)(C)C)(C)C)[C:11]1[CH:12]=[N:13][CH:14]=[CH:15][CH:16]=1)=O)(C)(C)C.CN(C1C=CC=CN=1)C.[CH3:54][S:55]([NH2:58])(=[O:57])=[O:56].Cl, predict the reaction product. The product is: [OH:17][C@H:10]([C:11]1[CH:12]=[N:13][CH:14]=[CH:15][CH:16]=1)[CH2:9][NH:8][CH2:25][C@H:26]1[CH2:35][CH2:34][C:33]2[C:28](=[CH:29][CH:30]=[C:31]([C:36]3[CH:37]=[C:38]([CH:42]=[CH:43][CH:44]=3)[C:39]([NH:58][S:55]([CH3:54])(=[O:57])=[O:56])=[O:40])[CH:32]=2)[O:27]1. (7) Given the reactants [CH3:1][NH:2][C:3]1[C:8]([NH2:9])=[CH:7][C:6]([C:10]([F:13])([F:12])[F:11])=[CH:5][N:4]=1.[CH2:14]([S:16][C:17]1[CH:21]=[C:20]([C:22]([F:25])([F:24])[F:23])[S:19][C:18]=1[C:26](O)=O)[CH3:15].CCN=C=NCCCN(C)C.Cl.N1C=CC=CC=1, predict the reaction product. The product is: [CH2:14]([S:16][C:17]1[CH:21]=[C:20]([C:22]([F:25])([F:24])[F:23])[S:19][C:18]=1[C:26]1[N:2]([CH3:1])[C:3]2=[N:4][CH:5]=[C:6]([C:10]([F:11])([F:12])[F:13])[CH:7]=[C:8]2[N:9]=1)[CH3:15]. (8) Given the reactants [C:1]([NH:5][C:6](=[O:36])[CH2:7][C:8]1[CH:13]=[CH:12][C:11]([C:14]([C:19]2[CH:24]=[CH:23][C:22]([O:25][CH2:26][C@@H:27]3[CH2:31][O:30]C(C)(C)[O:28]3)=[C:21]([CH3:34])[CH:20]=2)([CH2:17][CH3:18])[CH2:15][CH3:16])=[CH:10][C:9]=1[CH3:35])([CH3:4])([CH3:3])[CH3:2].C(O)(C(F)(F)F)=O.C([O-])(O)=O.[Na+], predict the reaction product. The product is: [C:1]([NH:5][C:6](=[O:36])[CH2:7][C:8]1[CH:13]=[CH:12][C:11]([C:14]([C:19]2[CH:24]=[CH:23][C:22]([O:25][CH2:26][C@@H:27]([OH:28])[CH2:31][OH:30])=[C:21]([CH3:34])[CH:20]=2)([CH2:15][CH3:16])[CH2:17][CH3:18])=[CH:10][C:9]=1[CH3:35])([CH3:4])([CH3:2])[CH3:3]. (9) Given the reactants [NH2:1][C:2]1[N:7]=[CH:6][N:5]=[C:4]2[N:8]([CH2:19][CH2:20][NH:21][CH2:22][C:23]3[CH:28]=[CH:27][C:26]([O:29][CH3:30])=[CH:25][CH:24]=3)[N:9]=[C:10]([C:11]3[CH:12]=[CH:13][C:14]([Cl:18])=[C:15]([OH:17])[CH:16]=3)[C:3]=12.[C:31](Cl)(=[O:34])[CH:32]=[CH2:33], predict the reaction product. The product is: [NH2:1][C:2]1[N:7]=[CH:6][N:5]=[C:4]2[N:8]([CH2:19][CH2:20][N:21]([CH2:22][C:23]3[CH:24]=[CH:25][C:26]([O:29][CH3:30])=[CH:27][CH:28]=3)[C:31](=[O:34])[CH:32]=[CH2:33])[N:9]=[C:10]([C:11]3[CH:12]=[CH:13][C:14]([Cl:18])=[C:15]([OH:17])[CH:16]=3)[C:3]=12. (10) The product is: [NH:18]1[C:26]2=[N:25][CH:24]=[CH:23][CH:22]=[C:21]2[C:20]([CH:27]=[C:9]2[O:8][C:7]([NH:6][C:3]3[CH:4]=[CH:5][NH:1][N:2]=3)=[C:11]([C:12]([O:14][CH2:15][CH3:16])=[O:13])[C:10]2=[O:17])=[CH:19]1. Given the reactants [NH:1]1[CH:5]=[CH:4][C:3]([NH:6][C:7]2[O:8][CH2:9][C:10](=[O:17])[C:11]=2[C:12]([O:14][CH2:15][CH3:16])=[O:13])=[N:2]1.[NH:18]1[C:26]2[C:21](=[CH:22][CH:23]=[CH:24][N:25]=2)[C:20]([CH:27]=O)=[CH:19]1.N1CCC[C@H]1C(O)=O, predict the reaction product.